This data is from Forward reaction prediction with 1.9M reactions from USPTO patents (1976-2016). The task is: Predict the product of the given reaction. (1) Given the reactants [CH3:1][C:2]1[S:3][C:4]2[CH:10]=[CH:9][C:8]([C:11](O)=[O:12])=[CH:7][C:5]=2[N:6]=1.C(N(CC)CC)C.ClC(OCC)=O.[BH4-].[Na+].Cl.C(=O)(O)[O-].[Na+], predict the reaction product. The product is: [CH3:1][C:2]1[S:3][C:4]2[CH:10]=[CH:9][C:8]([CH2:11][OH:12])=[CH:7][C:5]=2[N:6]=1. (2) Given the reactants COC1C=CC(C(N(C)C2C=C(C=CC=2)CN[C:15]2[C:24]3[C:19](=[C:20]([C:25]([NH2:27])=[O:26])[CH:21]=[CH:22][CH:23]=3)[N:18]=[CH:17][N:16]=2)=O)=CC=1.[NH2:34][C:35]1[CH:36]=[CH:37][C:38]([CH3:43])=[C:39]([CH:42]=1)[C:40]#[N:41].[CH3:44][O:45][C:46]1[CH:54]=[CH:53][C:49]([C:50](O)=[O:51])=[CH:48][CH:47]=1, predict the reaction product. The product is: [CH3:44][O:45][C:46]1[CH:54]=[CH:53][C:49]([C:50]([NH:34][C:35]2[CH:36]=[CH:37][C:38]([CH3:43])=[C:39]([CH:42]=2)[CH2:40][NH:41][C:15]2[C:24]3[C:19](=[C:20]([C:25]([NH2:27])=[O:26])[CH:21]=[CH:22][CH:23]=3)[N:18]=[CH:17][N:16]=2)=[O:51])=[CH:48][CH:47]=1. (3) The product is: [Cl:1][C:2]1[N:3]=[CH:4][N:5]=[C:6]([C:8](=[O:10])[CH3:9])[CH:7]=1. Given the reactants [Cl:1][C:2]1[CH:7]=[C:6]([C:8]([O:10]CC)=[CH2:9])[N:5]=[CH:4][N:3]=1.Cl, predict the reaction product. (4) Given the reactants [Br:1][C:2]1[CH:7]=[C:6](F)[C:5]([N+:9]([O-:11])=[O:10])=[CH:4][C:3]=1[F:12].Cl.[Cl:14][C:15]1[CH:16]=[CH:17][C:18]([O:23][CH:24]([F:26])[F:25])=[C:19]([CH2:21][NH2:22])[CH:20]=1.C(N(CC)CC)C, predict the reaction product. The product is: [Br:1][C:2]1[C:3]([F:12])=[CH:4][C:5]([N+:9]([O-:11])=[O:10])=[C:6]([CH:7]=1)[NH:22][CH2:21][C:19]1[CH:20]=[C:15]([Cl:14])[CH:16]=[CH:17][C:18]=1[O:23][CH:24]([F:26])[F:25]. (5) The product is: [CH3:24][O:25][C:26](=[O:45])[C:27]1[CH:32]=[C:31]([N:33]2[CH2:37][CH2:36][CH2:35][C:34]2=[O:38])[CH:30]=[C:29]([CH:39]2[CH2:44][CH2:43][CH2:42][CH:41]=[CH:40]2)[CH:28]=1. Given the reactants COC(=O)C1C=C(N2CCCC2=O)C=C(Br)C=1.C1CCCCC=1.[CH3:24][O:25][C:26](=[O:45])[C:27]1[CH:32]=[C:31]([N:33]2[CH2:37][CH2:36][CH2:35][C:34]2=[O:38])[CH:30]=[C:29]([CH:39]2[CH2:44][CH2:43][CH:42]=[CH:41][CH2:40]2)[CH:28]=1.COC(=O)C1C=C(N2CCCC2=O)C=C(C2CCCCC=2)C=1, predict the reaction product. (6) Given the reactants C(OC(=O)[NH:7][C@@H:8]([C:10]1[CH:15]=[CH:14][C:13]([C:16]2[CH:21]=[CH:20][C:19]([C@H:22]3[O:26]C(C)(C)[N:24]([C:29](=[O:33])[CH:30]([Cl:32])[Cl:31])[C@@H:23]3[CH2:34][F:35])=[CH:18][CH:17]=2)=[CH:12][CH:11]=1)[CH3:9])(C)(C)C.C(O)(C(F)(F)F)=O, predict the reaction product. The product is: [NH2:7][C@@H:8]([C:10]1[CH:15]=[CH:14][C:13]([C:16]2[CH:21]=[CH:20][C:19]([C@@H:22]([OH:26])[C@H:23]([NH:24][C:29](=[O:33])[CH:30]([Cl:32])[Cl:31])[CH2:34][F:35])=[CH:18][CH:17]=2)=[CH:12][CH:11]=1)[CH3:9]. (7) Given the reactants F[C:2]1[CH:7]=[CH:6][C:5]([N+:8]([O-:10])=[O:9])=[C:4]([CH3:11])[CH:3]=1.[O:12]1[C:20]2[CH:19]=[CH:18][NH:17][C:16](=[O:21])[C:15]=2[CH:14]=[CH:13]1.C([O-])([O-])=O.[Cs+].[Cs+].O, predict the reaction product. The product is: [CH3:11][C:4]1[CH:3]=[C:2]([N:17]2[CH:18]=[CH:19][C:20]3[O:12][CH:13]=[CH:14][C:15]=3[C:16]2=[O:21])[CH:7]=[CH:6][C:5]=1[N+:8]([O-:10])=[O:9].